This data is from Reaction yield outcomes from USPTO patents with 853,638 reactions. The task is: Predict the reaction yield, written as a fraction of the theoretical maximum amount of product (1.0 means a 100% yield; for example, 0.34 means a 34% yield). (1) The reactants are [F:1][C:2]1[CH:9]=[C:8]([OH:10])[CH:7]=[CH:6][C:3]=1[CH:4]=O.[NH:11]1[CH2:15][CH2:14][CH2:13][CH2:12]1.C(O[BH-](OC(=O)C)OC(=O)C)(=O)C.[Na+].[OH-].[Na+]. The catalyst is C(Cl)Cl.O. The product is [F:1][C:2]1[CH:9]=[C:8]([OH:10])[CH:7]=[CH:6][C:3]=1[CH2:4][N:11]1[CH2:15][CH2:14][CH2:13][CH2:12]1. The yield is 0.940. (2) The reactants are [CH2:1]([C:3]1[CH:8]=[CH:7][CH:6]=[C:5]([CH2:9][CH3:10])[C:4]=1[NH:11][C:12]1[CH:17]=[CH:16][C:15]([C:18]2[CH:23]=[CH:22][CH:21]=[CH:20][CH:19]=2)=[CH:14][C:13]=1[N+:24]([O-])=O)[CH3:2]. The catalyst is C(OCC)(=O)C. The product is [CH2:9]([C:5]1[CH:6]=[CH:7][CH:8]=[C:3]([CH2:1][CH3:2])[C:4]=1[NH:11][C:12]1[CH:17]=[CH:16][C:15]([C:18]2[CH:23]=[CH:22][CH:21]=[CH:20][CH:19]=2)=[CH:14][C:13]=1[NH2:24])[CH3:10]. The yield is 0.810. (3) The product is [CH3:13][O:14][C:15]1[CH:22]=[CH:21][C:18]([CH2:19][N:1]([CH2:19][C:18]2[CH:21]=[CH:22][C:15]([O:14][CH3:13])=[CH:16][CH:17]=2)[C:2]2[CH:9]=[C:8]([CH3:10])[C:5]([C:6]#[N:7])=[CH:4][N:3]=2)=[CH:17][CH:16]=1. The yield is 0.950. The reactants are [NH2:1][C:2]1[CH:9]=[C:8]([CH3:10])[C:5]([C:6]#[N:7])=[CH:4][N:3]=1.[H-].[Na+].[CH3:13][O:14][C:15]1[CH:22]=[CH:21][C:18]([CH2:19]Cl)=[CH:17][CH:16]=1. The catalyst is CN(C)C=O. (4) The reactants are [C:1]([O:4][C:5]1[CH:10]=[C:9]([C:11](=[O:13])[CH3:12])[CH:8]=[CH:7][C:6]=1[S:14]([CH3:17])(=[O:16])=[O:15])(=[O:3])[CH3:2].[CH3:18][N:19]([CH:21](OC)OC)[CH3:20]. The catalyst is CN(C=O)C. The product is [C:1]([O:4][C:5]1[CH:10]=[C:9]([C:11](=[O:13])/[CH:12]=[CH:18]/[N:19]([CH3:21])[CH3:20])[CH:8]=[CH:7][C:6]=1[S:14]([CH3:17])(=[O:16])=[O:15])(=[O:3])[CH3:2]. The yield is 0.300. (5) The reactants are C1([C@H]([NH:9][C@@H:10]2[CH2:15][CH2:14][N:13]([C:16]([O:18][C:19]([CH3:22])([CH3:21])[CH3:20])=[O:17])[CH2:12][C@H:11]2[C:23]([O:25][CH2:26][CH3:27])=[O:24])C)C=CC=CC=1.C([O-])=O.[NH4+]. The catalyst is CO.[Pd]. The product is [NH2:9][C@@H:10]1[CH2:15][CH2:14][N:13]([C:16]([O:18][C:19]([CH3:20])([CH3:21])[CH3:22])=[O:17])[CH2:12][C@H:11]1[C:23]([O:25][CH2:26][CH3:27])=[O:24]. The yield is 0.960. (6) The reactants are [OH:1][C:2]1[CH:11]=[C:10]([OH:12])[CH:9]=[C:8]2[C:3]=1[C:4]([CH2:14][CH2:15][CH3:16])=[CH:5][C:6](=[O:13])[O:7]2.[N+](C1C=CC=CC=1)([O-])=O.[C:26](OC(=O)C)(=[O:28])[CH3:27].Cl. The catalyst is ClCCCl. The product is [OH:1][C:2]1[CH:11]=[C:10]([OH:12])[C:9]([C:26](=[O:28])[CH3:27])=[C:8]2[C:3]=1[C:4]([CH2:14][CH2:15][CH3:16])=[CH:5][C:6](=[O:13])[O:7]2. The yield is 0.120. (7) The reactants are Cl.[NH2:2][CH2:3][C:4]1[NH:5][C:6](=[O:18])[C:7]2[NH:12][N:11]=[C:10]([CH:13]3[CH2:17][CH2:16][CH2:15][CH2:14]3)[C:8]=2[N:9]=1.[Cl:19][CH2:20][CH:21]=O.C([BH3-])#N.[Na+].C(=O)(O)[O-].[Na+]. The yield is 0.240. The product is [Cl:19][CH2:20][CH2:21][NH:2][CH2:3][C:4]1[NH:5][C:6](=[O:18])[C:7]2[NH:12][N:11]=[C:10]([CH:13]3[CH2:17][CH2:16][CH2:15][CH2:14]3)[C:8]=2[N:9]=1. The catalyst is CO. (8) The reactants are [SH:1][CH2:2][CH2:3][C:4]([OH:6])=[O:5].[F:7][C:8]([F:12])([F:11])[CH:9]=[CH2:10]. The catalyst is C1(C)C=CC=CC=1. The product is [F:7][C:8]([F:12])([F:11])[CH2:9][CH2:10][S:1][CH2:2][CH2:3][C:4]([OH:6])=[O:5]. The yield is 0.760.